Dataset: Peptide-MHC class II binding affinity with 134,281 pairs from IEDB. Task: Regression. Given a peptide amino acid sequence and an MHC pseudo amino acid sequence, predict their binding affinity value. This is MHC class II binding data. (1) The peptide sequence is LTKKGNVWEVKSSKP. The MHC is HLA-DQA10102-DQB10602 with pseudo-sequence HLA-DQA10102-DQB10602. The binding affinity (normalized) is 0.0539. (2) The peptide sequence is LKGTFTYNKMTCLIL. The MHC is DRB1_0101 with pseudo-sequence DRB1_0101. The binding affinity (normalized) is 0.386. (3) The peptide sequence is RGHHRQVIGAAQLGR. The MHC is HLA-DPA10201-DPB10501 with pseudo-sequence HLA-DPA10201-DPB10501. The binding affinity (normalized) is 0. (4) The peptide sequence is EQQWNFAGIEAAASA. The MHC is DRB1_0301 with pseudo-sequence DRB1_0301. The binding affinity (normalized) is 0.0785. (5) The peptide sequence is LHQNFKDTSMQKTIP. The MHC is HLA-DQA10201-DQB10303 with pseudo-sequence HLA-DQA10201-DQB10303. The binding affinity (normalized) is 0.478. (6) The peptide sequence is PEEFAVVDLSKMRAV. The MHC is DRB1_1101 with pseudo-sequence DRB1_1101. The binding affinity (normalized) is 0.622.